From a dataset of Forward reaction prediction with 1.9M reactions from USPTO patents (1976-2016). Predict the product of the given reaction. (1) Given the reactants CC(OC(=O)[NH:7][CH2:8][CH2:9][C@@H:10]([O:16][C:17]1[CH:22]=[C:21]([Cl:23])[C:20]([F:24])=[CH:19][C:18]=1[C:25]#[N:26])[C:11]1[CH:15]=[CH:14][O:13][CH:12]=1)(C)C.C(=O)(O)[O-].[Na+].[C:33]([OH:40])(=[O:39])/[CH:34]=[CH:35]/[C:36]([OH:38])=[O:37], predict the reaction product. The product is: [C:33]([OH:40])(=[O:39])/[CH:34]=[CH:35]/[C:36]([OH:38])=[O:37].[NH2:7][CH2:8][CH2:9][C@@H:10]([O:16][C:17]1[CH:22]=[C:21]([Cl:23])[C:20]([F:24])=[CH:19][C:18]=1[C:25]#[N:26])[C:11]1[CH:15]=[CH:14][O:13][CH:12]=1. (2) Given the reactants N.C(OP(=O)(OCC)O[C:7]1[CH:12]=[CH:11][C:10]([C:13]([CH3:16])([CH3:15])[CH3:14])=[CH:9][C:8]=1[C:17]([CH3:20])([CH3:19])[CH3:18])C.[Li], predict the reaction product. The product is: [C:13]([C:10]1[CH:11]=[CH:12][CH:7]=[C:8]([C:17]([CH3:20])([CH3:19])[CH3:18])[CH:9]=1)([CH3:16])([CH3:15])[CH3:14].